Dataset: TCR-epitope binding with 47,182 pairs between 192 epitopes and 23,139 TCRs. Task: Binary Classification. Given a T-cell receptor sequence (or CDR3 region) and an epitope sequence, predict whether binding occurs between them. (1) The epitope is KEIDRLNEV. The TCR CDR3 sequence is CASSYDWGGAEAFF. Result: 0 (the TCR does not bind to the epitope). (2) Result: 0 (the TCR does not bind to the epitope). The epitope is KTSVDCTMYI. The TCR CDR3 sequence is CSVEFVSSGNTIYF. (3) The epitope is NLWNTFTRL. The TCR CDR3 sequence is CSGGQGAYEQYF. Result: 1 (the TCR binds to the epitope). (4) The epitope is LVLSVNPYV. The TCR CDR3 sequence is CASSQDPSRTYEQYF. Result: 0 (the TCR does not bind to the epitope). (5) The epitope is YEGNSPFHPL. The TCR CDR3 sequence is CASSLEGNGHREQYF. Result: 0 (the TCR does not bind to the epitope). (6) The epitope is KTWGQYWQV. The TCR CDR3 sequence is CASSREVGRGQETQYF. Result: 0 (the TCR does not bind to the epitope). (7) The epitope is GLCTLVAML. The TCR CDR3 sequence is CASSPAYEGAYEQYF. Result: 0 (the TCR does not bind to the epitope).